From a dataset of NCI-60 drug combinations with 297,098 pairs across 59 cell lines. Regression. Given two drug SMILES strings and cell line genomic features, predict the synergy score measuring deviation from expected non-interaction effect. (1) Drug 1: C1=NC2=C(N=C(N=C2N1C3C(C(C(O3)CO)O)O)F)N. Drug 2: CCCCC(=O)OCC(=O)C1(CC(C2=C(C1)C(=C3C(=C2O)C(=O)C4=C(C3=O)C=CC=C4OC)O)OC5CC(C(C(O5)C)O)NC(=O)C(F)(F)F)O. Cell line: CAKI-1. Synergy scores: CSS=44.4, Synergy_ZIP=-1.43, Synergy_Bliss=1.11, Synergy_Loewe=-5.58, Synergy_HSA=0.136. (2) Drug 1: C1=CC(=C2C(=C1NCCNCCO)C(=O)C3=C(C=CC(=C3C2=O)O)O)NCCNCCO. Drug 2: C1=NC2=C(N=C(N=C2N1C3C(C(C(O3)CO)O)O)F)N. Cell line: SK-MEL-2. Synergy scores: CSS=48.8, Synergy_ZIP=-2.60, Synergy_Bliss=-2.26, Synergy_Loewe=-13.0, Synergy_HSA=-1.08. (3) Drug 1: CC(C1=C(C=CC(=C1Cl)F)Cl)OC2=C(N=CC(=C2)C3=CN(N=C3)C4CCNCC4)N. Drug 2: C1=CC(=CC=C1C#N)C(C2=CC=C(C=C2)C#N)N3C=NC=N3. Cell line: MCF7. Synergy scores: CSS=4.08, Synergy_ZIP=-0.888, Synergy_Bliss=5.48, Synergy_Loewe=-2.55, Synergy_HSA=4.61. (4) Drug 1: C1CN1P(=S)(N2CC2)N3CC3. Drug 2: CCN(CC)CCCC(C)NC1=C2C=C(C=CC2=NC3=C1C=CC(=C3)Cl)OC. Cell line: EKVX. Synergy scores: CSS=17.5, Synergy_ZIP=-6.05, Synergy_Bliss=-2.87, Synergy_Loewe=-22.5, Synergy_HSA=-1.87. (5) Drug 1: C1=CC(=CC=C1CC(C(=O)O)N)N(CCCl)CCCl.Cl. Drug 2: CC1CCCC2(C(O2)CC(NC(=O)CC(C(C(=O)C(C1O)C)(C)C)O)C(=CC3=CSC(=N3)C)C)C. Cell line: M14. Synergy scores: CSS=7.24, Synergy_ZIP=2.27, Synergy_Bliss=6.11, Synergy_Loewe=0.509, Synergy_HSA=1.89.